Dataset: Full USPTO retrosynthesis dataset with 1.9M reactions from patents (1976-2016). Task: Predict the reactants needed to synthesize the given product. Given the product [N:31]1[CH:36]=[CH:35][CH:34]=[C:33]([C:7]2[CH:12]=[CH:11][C:10]([C:13]3[CH:17]=[C:16]([C:18]([NH:20][CH2:21][CH2:22][N:23]4[CH2:28][CH2:27][O:26][CH2:25][CH2:24]4)=[O:19])[S:15][CH:14]=3)=[CH:9][CH:8]=2)[CH:32]=1, predict the reactants needed to synthesize it. The reactants are: FC(F)(F)S(O[C:7]1[CH:12]=[CH:11][C:10]([C:13]2[CH:17]=[C:16]([C:18]([NH:20][CH2:21][CH2:22][N:23]3[CH2:28][CH2:27][O:26][CH2:25][CH2:24]3)=[O:19])[S:15][CH:14]=2)=[CH:9][CH:8]=1)(=O)=O.[N:31]1[CH:36]=[CH:35][CH:34]=[C:33](B(O)O)[CH:32]=1.C(C1C=CC(B(O)O)=CC=1)(C)C.